Dataset: Full USPTO retrosynthesis dataset with 1.9M reactions from patents (1976-2016). Task: Predict the reactants needed to synthesize the given product. (1) The reactants are: [CH3:1][C:2]([CH2:9][CH2:10][CH3:11])=[CH:3][CH2:4][CH2:5][C:6](=[O:8])[CH3:7].[H][H]. Given the product [CH3:1][CH:2]([CH2:9][CH2:10][CH3:11])[CH2:3][CH2:4][CH2:5][C:6](=[O:8])[CH3:7], predict the reactants needed to synthesize it. (2) Given the product [CH3:14][N+:13]1([O-:35])[CH2:12][CH2:11][C@:10]23[C:5]4[C:4]5[O:19][C@H:18]2[C:20](=[O:21])[CH2:22][CH2:23][C@H:9]3[C@H:8]1[CH2:7][C:6]=4[CH:1]=[CH:2][C:3]=5[OH:25], predict the reactants needed to synthesize it. The reactants are: [CH:1]1[C:6]2[CH2:7][C@H:8]3[N:13]([CH2:14]C4CC4)[CH2:12][CH2:11][C@:10]45[C@H:18]([C:20]([CH2:22][CH2:23][C@@:9]34O)=[O:21])[O:19][C:4]([C:5]=25)=[C:3]([OH:25])[CH:2]=1.Cl.C1C=C(Cl)C=C(C(OO)=[O:35])C=1. (3) The reactants are: [N:1]1[CH:6]=[CH:5][C:4]([C:7]([OH:9])=O)=[CH:3][C:2]=1[C:10]([OH:12])=O.[OH2:13].ON1[C:19]2[CH:20]=[CH:21][CH:22]=[CH:23][C:18]=2N=N1.[CH3:24][O:25][C:26]1[CH:27]=[C:28]([CH:31]=[CH:32][CH:33]=1)[CH2:29][NH2:30].Cl.[CH3:35][N:36](C)CCCN=C=NCC.[CH2:46](Cl)Cl. Given the product [CH3:46][O:13][C:20]1[CH:19]=[C:18]([CH:23]=[CH:22][CH:21]=1)[CH2:35][NH:36][C:10]([C:2]1[CH:3]=[C:4]([C:7]([NH:30][CH2:29][C:28]2[CH:31]=[CH:32][CH:33]=[C:26]([O:25][CH3:24])[CH:27]=2)=[O:9])[CH:5]=[CH:6][N:1]=1)=[O:12], predict the reactants needed to synthesize it. (4) Given the product [CH3:26][N:27]([CH3:41])[C:28]1([C:35]2[CH:40]=[CH:39][CH:38]=[CH:37][CH:36]=2)[CH2:33][CH2:32][CH:31]([CH:2]=[O:3])[CH2:30][CH2:29]1, predict the reactants needed to synthesize it. The reactants are: [Cl-].[CH3:2][O:3]C[P+](C1C=CC=CC=1)(C1C=CC=CC=1)C1C=CC=CC=1.[H-].[Na+].[CH3:26][N:27]([CH3:41])[C:28]1([C:35]2[CH:40]=[CH:39][CH:38]=[CH:37][CH:36]=2)[CH2:33][CH2:32][C:31](=O)[CH2:30][CH2:29]1.Cl. (5) Given the product [F:1][C:2]1[C:11]2[C:6](=[CH:7][CH:8]=[CH:9][CH:10]=2)[C:5]([CH:12]2[C:20]([C:17]3[S:18][CH:19]=[C:15]([CH3:14])[N:16]=3)=[C:21]([CH3:23])[NH:24][C:25]([CH3:29])=[C:26]2[C:27]#[N:28])=[CH:4][CH:3]=1, predict the reactants needed to synthesize it. The reactants are: [F:1][C:2]1[C:11]2[C:6](=[CH:7][CH:8]=[CH:9][CH:10]=2)[C:5]([CH:12]=O)=[CH:4][CH:3]=1.[CH3:14][C:15]1[N:16]=[C:17]([CH2:20][C:21]([CH3:23])=O)[S:18][CH:19]=1.[NH2:24]/[C:25](/[CH3:29])=[CH:26]\[C:27]#[N:28]. (6) Given the product [C:1]1([CH3:29])[CH:6]=[CH:5][CH:4]=[CH:3][C:2]=1[O:7][C:8]1[CH:13]=[CH:12][CH:11]=[CH:10][C:9]=1[C@:14]([C@@H:16]1[CH2:21][CH2:20][CH2:19][N:18]([C:22]([O:24][C:25]([CH3:26])([CH3:28])[CH3:27])=[O:23])[CH2:17]1)([OH:15])[CH2:5][CH2:6][CH2:1][CH2:2][O:7][CH3:8], predict the reactants needed to synthesize it. The reactants are: [C:1]1([CH3:29])[CH:6]=[CH:5][CH:4]=[CH:3][C:2]=1[O:7][C:8]1[CH:13]=[CH:12][CH:11]=[CH:10][C:9]=1[C:14]([C@@H:16]1[CH2:21][CH2:20][CH2:19][N:18]([C:22]([O:24][C:25]([CH3:28])([CH3:27])[CH3:26])=[O:23])[CH2:17]1)=[O:15]. (7) Given the product [C:1]([O:5][C:6]([N:8]1[CH2:12][C@@H:11]([O:13][CH3:14])[CH2:10][C@H:9]1[C:15]1[NH:32][C:33]([C:34]2[CH:27]=[CH:28][C:19]([Br:18])=[CH:20][CH:21]=2)=[CH:35][N:42]=1)=[O:7])([CH3:2])([CH3:3])[CH3:4], predict the reactants needed to synthesize it. The reactants are: [C:1]([O:5][C:6]([N:8]1[CH2:12][C@@H:11]([O:13][CH3:14])[CH2:10][C@H:9]1[C:15](O)=O)=[O:7])([CH3:4])([CH3:3])[CH3:2].[Br:18][C:19]1[CH:28]=[CH:27]C(C(=O)CBr)=[CH:21][CH:20]=1.C([N:32](CC)[CH:33]([CH3:35])[CH3:34])(C)C.C([O-])(=O)C.[NH4+:42]. (8) Given the product [C:1]([O:5][C:6]([N:8]1[C:16]2[C:11](=[CH:12][C:13]([CH2:17][CH:18]([NH2:23])[C:19]([O:21][CH3:22])=[O:20])=[CH:14][CH:15]=2)[CH:10]=[N:9]1)=[O:7])([CH3:3])([CH3:4])[CH3:2], predict the reactants needed to synthesize it. The reactants are: [C:1]([O:5][C:6]([N:8]1[C:16]2[C:11](=[CH:12][C:13]([CH:17]=[C:18]([NH:23]C(OCC3C=CC=CC=3)=O)[C:19]([O:21][CH3:22])=[O:20])=[CH:14][CH:15]=2)[CH:10]=[N:9]1)=[O:7])([CH3:4])([CH3:3])[CH3:2].[H][H]. (9) Given the product [C:1]([O:5][C:6]([N:8]1[CH2:9][CH2:10][CH:11]([O:14][C:15]2[CH:20]=[CH:19][C:18]([NH2:21])=[CH:17][N:16]=2)[CH2:12][CH2:13]1)=[O:7])([CH3:4])([CH3:2])[CH3:3], predict the reactants needed to synthesize it. The reactants are: [C:1]([O:5][C:6]([N:8]1[CH2:13][CH2:12][CH:11]([O:14][C:15]2[CH:20]=[CH:19][C:18]([N+:21]([O-])=O)=[CH:17][N:16]=2)[CH2:10][CH2:9]1)=[O:7])([CH3:4])([CH3:3])[CH3:2].